Dataset: Full USPTO retrosynthesis dataset with 1.9M reactions from patents (1976-2016). Task: Predict the reactants needed to synthesize the given product. (1) Given the product [CH2:17]([C:2]1[CH:3]=[N:4][CH:5]=[C:6]2[C:11]=1[N:10]=[C:9]([C:12]([O:14][CH2:15][CH:24]([CH3:25])[CH3:23])=[O:13])[CH:8]=[CH:7]2)[CH:18]([CH3:20])[CH3:19], predict the reactants needed to synthesize it. The reactants are: Br[C:2]1[CH:3]=[N:4][CH:5]=[C:6]2[C:11]=1[N:10]=[C:9]([C:12]([O:14][CH3:15])=[O:13])[CH:8]=[CH:7]2.[Br-].[CH2:17]([Zn+])[CH:18]([CH3:20])[CH3:19].O1C[CH2:25][CH2:24][CH2:23]1. (2) The reactants are: C1CCN2C(=NCCC2)CC1.[F:12][C:13]1[C:21]([OH:22])=[CH:20][CH:19]=[C:18]2[C:14]=1[CH:15]=[C:16]([CH3:23])[NH:17]2.[Cl:24][C:25]1[N:30]=[C:29](Cl)[CH:28]=[CH:27][N:26]=1. Given the product [Cl:24][C:25]1[N:30]=[C:29]([O:22][C:21]2[C:13]([F:12])=[C:14]3[C:18](=[CH:19][CH:20]=2)[NH:17][C:16]([CH3:23])=[CH:15]3)[CH:28]=[CH:27][N:26]=1, predict the reactants needed to synthesize it. (3) Given the product [Si:53]([O:60][CH2:61][C@@H:62]([N:65]([CH2:73][C:74](=[O:80])[C:75]([CH:76]1[CH2:77][CH2:78]1)=[CH2:79])[C:66](=[O:72])[O:67][C:68]([CH3:69])([CH3:70])[CH3:71])[CH:63]=[CH2:64])([C:56]([CH3:59])([CH3:57])[CH3:58])([CH3:55])[CH3:54], predict the reactants needed to synthesize it. The reactants are: C1(/C(=N/NS(C2C(C(C)C)=CC(C(C)C)=CC=2C(C)C)(=O)=O)/C)CC1.[Si](OC[C@@H](N(CC(N(OC)C)=O)C(=O)OC(C)(C)C)C=C)(C(C)(C)C)(C)C.[Si:53]([O:60][CH2:61][C@@H:62]([N:65]([CH2:73][C:74](=[O:80])[C:75](=[CH2:79])[CH:76]([CH3:78])[CH3:77])[C:66](=[O:72])[O:67][C:68]([CH3:71])([CH3:70])[CH3:69])[CH:63]=[CH2:64])([C:56]([CH3:59])([CH3:58])[CH3:57])([CH3:55])[CH3:54].